From a dataset of Peptide-MHC class II binding affinity with 134,281 pairs from IEDB. Regression. Given a peptide amino acid sequence and an MHC pseudo amino acid sequence, predict their binding affinity value. This is MHC class II binding data. (1) The peptide sequence is AAATAGTTVYGMFAA. The MHC is HLA-DQA10102-DQB10602 with pseudo-sequence HLA-DQA10102-DQB10602. The binding affinity (normalized) is 0.605. (2) The peptide sequence is SWEYWGAQLNAMKPD. The MHC is HLA-DQA10401-DQB10402 with pseudo-sequence HLA-DQA10401-DQB10402. The binding affinity (normalized) is 0.326. (3) The peptide sequence is SAIQGNVTSIHSLLD. The MHC is HLA-DQA10101-DQB10501 with pseudo-sequence HLA-DQA10101-DQB10501. The binding affinity (normalized) is 0.175. (4) The peptide sequence is AVTYYKEADYSQIPI. The MHC is DRB5_0101 with pseudo-sequence DRB5_0101. The binding affinity (normalized) is 0.232.